Dataset: Experimentally validated miRNA-target interactions with 360,000+ pairs, plus equal number of negative samples. Task: Binary Classification. Given a miRNA mature sequence and a target amino acid sequence, predict their likelihood of interaction. (1) The miRNA is hsa-miR-374b-5p with sequence AUAUAAUACAACCUGCUAAGUG. The protein sequence of the target gene is MDVHDLFRRLGAGAKFDTRRFSADAARFQIGKRKYDFDSSEVLQGLDFFGNKKSVPGVCGASQTHQKPQNGEKKEESLTERKREQSKKKRKTMTSEIASQEEGATIQWMSSVEAKIEDKKVQRESKLTSGKLENLRKEKINFLRNKHKIHVQGTDLPDPIATFQQLDQEYKINSRLLQNILDAGFQMPTPIQMQAIPVMLHGRELLASAPTGSGKTLAFSIPILMQLKQPANKGFRALIISPTRELASQIHRELIKISEGTGFRIHMIHKAAVAAKKFGPKSSKKFDILVTTPNRLIYLL.... Result: 1 (interaction). (2) The miRNA is hsa-miR-671-3p with sequence UCCGGUUCUCAGGGCUCCACC. The protein sequence of the target gene is MILTKAQYEEIAQCLVSVPPTRQSLRKLKQRFPSQSQATLLSIFSQEYQKHIKRTHAKHHTPEAIESYYQRYLNGVGKNGAAPVLLELANEVDYAPSLMARIILERFLQGHEQTPPSKSVINSMLRDPSQIPDGVLANQVYQCIVNDCCYGPLVDCIKHAIGYEHEVLLRDLLLKKNLSFLDEDQLRAKGYDKTPDFILQVPVAVEGHIIHWIESKASFGDECSHHAYLHGQFWSYWNRFGPGLVIYWYGFIQELDCNRERGILLKASFPTDIVTLCHSTA. Result: 0 (no interaction). (3) The miRNA is hsa-miR-3690 with sequence ACCUGGACCCAGCGUAGACAAAG. The protein sequence of the target gene is MDESSELGVLETMETLTELGDELTLGDIDEMLQFVSNQVGEFPDLFSEQLCSSFPGGGSNGGSGNNSSGRGNNGGATDPAVQRSFSQVPLSTFSPSAASPQAPALQVKVSPTPPRATPVLQPRPQPQPQPPAQLQQQTVMITPTFSTAPQTRIIQQPLIYQNAATSFQVLQPQVQSLVTSPQVQPVTIQQQVQTVQAQRVLTQTANGTLQTLAPATVQTVAAPQVQQVPVLVQPQIIKTDSLVLTTLKTDGSPVMAAVQNPALTALTAPIQTAALQVPTLVGSNGTILTTMPVMMGQEKV.... Result: 0 (no interaction). (4) The miRNA is hsa-miR-4685-5p with sequence CCCAGGGCUUGGAGUGGGGCAAGGUU. The protein sequence of the target gene is MSGNFFIFLLLLVTPGEAKKSFLSFLNIQNTEMLSFTRTEENIVVRSSYKDKQPHSSYLLVKLEDPKVLQVVNVTKTSLAVTDFTVNLKTFPGETNVTLQLWESEGRQTTLIDELKNVRVRVFRQTDDSLLQAPIHVDSSIFLLVLSMILLNKCAFGCKIEFQVLQTVWKRPLPILLGVVIQFFLMPFCGFLLSQILGLPKAQAFGFVMTCTCPGGGGGYLFALLLEGDVTLAILMTCTSTSLALIMMPVNSYFYSRLLGLAGAFHVPVLKIVSTLLFILMPMSTGVIIKHKMPAKAICL.... Result: 0 (no interaction). (5) The miRNA is mmu-miR-495-3p with sequence AAACAAACAUGGUGCACUUCUU. The protein sequence of the target gene is MRLEWAPLLLLLLLLSASCLSLAADSPAAAPAQDKTRQPQAAAAAAEPDQPQGEETRERGHLQPLAGQRRSGGLVQNIDQLYSGGGKVGYLVYAGGRRFLLDLERDDTVGAAGSIVTAGGGLSASSGHRGHCFYRGTVDGSPRSLAVFDLCGGLDGFFAVKHARYTLKPLLRGSWAEYERIYGDGSSRILHVYNREGFSFEALPPRASCETPASPSGPQESPSVHSRSRRRSALAPQLLDHSAFSPSGNAGPQTWWRRRRRSISRARQVELLLVADSSMARMYGRGLQHYLLTLASIANR.... Result: 1 (interaction). (6) The miRNA is hsa-miR-3160-3p with sequence AGAGCUGAGACUAGAAAGCCCA. The protein sequence of the target gene is MHLSLLVPFLFWITGCCTAEDPVTGPEEVSGQEQGSLTVQCRYTSGWKDYKKYWCQGVPQRSCKTLVETDASEQLVKKNRVSIRDNQRDFIFTVTMEDLRMSDAGIYWCGITKGGLDPMFKVTVNIGPAIQVPITVPTMPPITSTTTIFTVTTTVKETSMFPTLTSYYSDNGHGGGDSGGGEDGVGDGFLDLSVLLPVISAVLLLLLLVASLFAWRMVRRQKKAAGPPSEQAQSLEGDLCYADLSLKQPRTSPGSSWKKGSSMSSSGKDHQEEVEYVTMAPFPREEVSYAALTLAGLGQE.... Result: 0 (no interaction).